This data is from Catalyst prediction with 721,799 reactions and 888 catalyst types from USPTO. The task is: Predict which catalyst facilitates the given reaction. (1) Reactant: [CH3:1][O:2][C:3]([C:5]1[CH:6]=[C:7]2[C:12](=[CH:13][CH:14]=1)[N:11]=[C:10]([C:15]1[CH:20]=[C:19]([C:21]([N:23]3[CH2:27][CH2:26][CH2:25][CH2:24]3)=[O:22])[CH:18]=[CH:17][C:16]=1OS(C(F)(F)F)(=O)=O)[CH:9]=[CH:8]2)=[O:4].[Cl:36][C:37]1[CH:42]=[CH:41][C:40](B(O)O)=[CH:39][CH:38]=1.[O-]P([O-])([O-])=O.[K+].[K+].[K+].[Li+].[Cl-]. Product: [CH3:1][O:2][C:3]([C:5]1[CH:6]=[C:7]2[C:12](=[CH:13][CH:14]=1)[N:11]=[C:10]([C:15]1[C:16]([C:40]3[CH:41]=[CH:42][C:37]([Cl:36])=[CH:38][CH:39]=3)=[CH:17][CH:18]=[C:19]([C:21]([N:23]3[CH2:27][CH2:26][CH2:25][CH2:24]3)=[O:22])[CH:20]=1)[CH:9]=[CH:8]2)=[O:4]. The catalyst class is: 77. (2) The catalyst class is: 7. Reactant: [C:1]1([C:7]2[N:16]=[C:10]3[CH:11]=[C:12]([NH2:15])[CH:13]=[CH:14][N:9]3[N:8]=2)[CH:6]=[CH:5][CH:4]=[CH:3][CH:2]=1.[CH2:17]([O:19][C:20]([C:22]1[CH:23]=[N:24][N:25]([CH3:30])[C:26]=1[C:27](O)=[O:28])=[O:21])[CH3:18].CCCP(=O)=O.C(N(C(C)C)CC)(C)C. Product: [CH3:30][N:25]1[C:26]([C:27](=[O:28])[NH:15][C:12]2[CH:13]=[CH:14][N:9]3[N:8]=[C:7]([C:1]4[CH:2]=[CH:3][CH:4]=[CH:5][CH:6]=4)[N:16]=[C:10]3[CH:11]=2)=[C:22]([C:20]([O:19][CH2:17][CH3:18])=[O:21])[CH:23]=[N:24]1. (3) Reactant: [Br:1][C:2]1[CH:3]=[CH:4][C:5]2[C:11]3[S:12][C:13]([C:15](=[N:24][NH2:25])[NH:16][C:17]4[CH:22]=[CH:21][CH:20]=[CH:19][C:18]=4[Cl:23])=[CH:14][C:10]=3[CH2:9][CH2:8][O:7][C:6]=2[CH:26]=1.[N:27]#[C:28]Br. Product: [Br:1][C:2]1[CH:3]=[CH:4][C:5]2[C:11]3[S:12][C:13]([C:15]4[N:16]([C:17]5[CH:22]=[CH:21][CH:20]=[CH:19][C:18]=5[Cl:23])[C:28]([NH2:27])=[N:25][N:24]=4)=[CH:14][C:10]=3[CH2:9][CH2:8][O:7][C:6]=2[CH:26]=1. The catalyst class is: 5.